Dataset: Forward reaction prediction with 1.9M reactions from USPTO patents (1976-2016). Task: Predict the product of the given reaction. (1) Given the reactants [Si](O[CH2:9][CH2:10][C:11]1[CH:16]=[CH:15][CH:14]=[CH:13][C:12]=1[CH:17]([C:19]1[CH:23]=[C:22]([CH:24]2OCC[O:25]2)[S:21][C:20]=1[CH3:29])[OH:18])(C(C)(C)C)(C)C.C(O)(C(F)(F)F)=O, predict the reaction product. The product is: [CH:17]1([C:19]2[CH:23]=[C:22]([CH:24]=[O:25])[S:21][C:20]=2[CH3:29])[C:12]2[C:11](=[CH:16][CH:15]=[CH:14][CH:13]=2)[CH2:10][CH2:9][O:18]1. (2) Given the reactants [CH3:1][C:2]1[S:3][C:4]([C:8]2[C:9]([O:16]C)=[N:10][C:11]([O:14]C)=[N:12][CH:13]=2)=[C:5]([CH3:7])[N:6]=1.Cl, predict the reaction product. The product is: [CH3:1][C:2]1[S:3][C:4]([C:8]2[C:9](=[O:16])[NH:10][C:11](=[O:14])[NH:12][CH:13]=2)=[C:5]([CH3:7])[N:6]=1.